This data is from Buchwald-Hartwig C-N cross coupling reaction yields with 55,370 reactions. The task is: Predict the reaction yield, written as a fraction of the theoretical maximum amount of product (1.0 means a 100% yield; for example, 0.34 means a 34% yield). (1) The yield is 0.491. The product is COc1ccc(Nc2ccc(C)cc2)cc1. No catalyst specified. The reactants are COc1ccc(I)cc1.Cc1ccc(N)cc1.O=S(=O)(O[Pd]1c2ccccc2-c2ccccc2N~1)C(F)(F)F.CC(C)c1cc(C(C)C)c(-c2ccccc2P(C(C)(C)C)C(C)(C)C)c(C(C)C)c1.CCN=P(N=P(N(C)C)(N(C)C)N(C)C)(N(C)C)N(C)C.CCOC(=O)c1cc(C)no1. (2) The reactants are CCc1ccc(Br)cc1.Cc1ccc(N)cc1.O=S(=O)(O[Pd]1c2ccccc2-c2ccccc2N~1)C(F)(F)F.COc1ccc(OC)c(P([C@]23C[C@H]4C[C@H](C[C@H](C4)C2)C3)[C@]23C[C@H]4C[C@H](C[C@H](C4)C2)C3)c1-c1c(C(C)C)cc(C(C)C)cc1C(C)C.CN(C)C(=NC(C)(C)C)N(C)C.Cc1cc(C)on1. No catalyst specified. The product is CCc1ccc(Nc2ccc(C)cc2)cc1. The yield is 0.504. (3) The reactants are COc1ccc(I)cc1.Cc1ccc(N)cc1.O=S(=O)(O[Pd]1c2ccccc2-c2ccccc2N~1)C(F)(F)F.CC(C)c1cc(C(C)C)c(-c2ccccc2P(C(C)(C)C)C(C)(C)C)c(C(C)C)c1.CCN=P(N=P(N(C)C)(N(C)C)N(C)C)(N(C)C)N(C)C.c1ccc(-c2ccno2)cc1. No catalyst specified. The product is COc1ccc(Nc2ccc(C)cc2)cc1. The yield is 0.220. (4) The reactants are CCc1ccc(Br)cc1.Cc1ccc(N)cc1.O=S(=O)(O[Pd]1c2ccccc2-c2ccccc2N~1)C(F)(F)F.COc1ccc(OC)c(P([C@]23C[C@H]4C[C@H](C[C@H](C4)C2)C3)[C@]23C[C@H]4C[C@H](C[C@H](C4)C2)C3)c1-c1c(C(C)C)cc(C(C)C)cc1C(C)C.CN(C)C(=NC(C)(C)C)N(C)C.CCOC(=O)c1ccon1. No catalyst specified. The yield is 0.501. The product is CCc1ccc(Nc2ccc(C)cc2)cc1. (5) The reactants are Brc1cccnc1.Cc1ccc(N)cc1.O=S(=O)(O[Pd]1c2ccccc2-c2ccccc2N~1)C(F)(F)F.CC(C)c1cc(C(C)C)c(-c2ccccc2P(C(C)(C)C)C(C)(C)C)c(C(C)C)c1.CN(C)C(=NC(C)(C)C)N(C)C.c1ccc2nocc2c1. No catalyst specified. The product is Cc1ccc(Nc2cccnc2)cc1. The yield is 0.191. (6) The yield is 0.353. The reactants are COc1ccc(Br)cc1.Cc1ccc(N)cc1.O=S(=O)(O[Pd]1c2ccccc2-c2ccccc2N~1)C(F)(F)F.COc1ccc(OC)c(P(C(C)(C)C)C(C)(C)C)c1-c1c(C(C)C)cc(C(C)C)cc1C(C)C.CN(C)C(=NC(C)(C)C)N(C)C.COC(=O)c1cc(-c2ccco2)on1. The product is COc1ccc(Nc2ccc(C)cc2)cc1. No catalyst specified.